From a dataset of Full USPTO retrosynthesis dataset with 1.9M reactions from patents (1976-2016). Predict the reactants needed to synthesize the given product. (1) Given the product [ClH:28].[CH:26]([C:18]1[C:17]2[C:22](=[CH:23][CH:24]=[CH:25][C:16]=2[O:15][C@H:12]2[CH2:13][CH2:14][C@H:9]([NH2:8])[CH2:10][CH2:11]2)[CH:21]=[N:20][CH:19]=1)=[CH2:27], predict the reactants needed to synthesize it. The reactants are: C(OC([NH:8][C@H:9]1[CH2:14][CH2:13][C@H:12]([O:15][C:16]2[CH:25]=[CH:24][CH:23]=[C:22]3[C:17]=2[C:18]([CH:26]=[CH2:27])=[CH:19][N:20]=[CH:21]3)[CH2:11][CH2:10]1)=O)(C)(C)C.[ClH:28].CO. (2) Given the product [CH3:7][C@@H:8]1[CH2:13][N:12]([C:14]2[N:18]=[C:17]([C:19]3([CH3:23])[CH2:20][O:21][CH2:22]3)[O:16][N:15]=2)[CH2:11][CH2:10][N:9]1[C:24]1[N:25]=[CH:26][C:27]([O:30][CH2:32][C:33]2[C:38]([C:39]#[N:40])=[CH:37][N:36]=[CH:35][CH:34]=2)=[CH:28][N:29]=1, predict the reactants needed to synthesize it. The reactants are: C(=O)([O-])[O-].[Cs+].[Cs+].[CH3:7][C@@H:8]1[CH2:13][N:12]([C:14]2[N:18]=[C:17]([C:19]3([CH3:23])[CH2:22][O:21][CH2:20]3)[O:16][N:15]=2)[CH2:11][CH2:10][N:9]1[C:24]1[N:29]=[CH:28][C:27]([OH:30])=[CH:26][N:25]=1.Cl[CH2:32][C:33]1[C:38]([C:39]#[N:40])=[CH:37][N:36]=[CH:35][CH:34]=1. (3) Given the product [Cl:3][CH2:16][C:13]1[N:14]=[CH:15][N:11]([C:5]2[CH:10]=[CH:9][CH:8]=[CH:7][CH:6]=2)[N:12]=1, predict the reactants needed to synthesize it. The reactants are: S(Cl)([Cl:3])=O.[C:5]1([N:11]2[CH:15]=[N:14][C:13]([CH2:16]O)=[N:12]2)[CH:10]=[CH:9][CH:8]=[CH:7][CH:6]=1. (4) The reactants are: Cl[CH2:2][CH2:3][CH2:4][CH2:5][CH2:6][N:7]1[C:15]([O:16][CH3:17])=[N:14][C:13]2[C:8]1=[N:9][C:10]([O:19][C@@H:20]([CH3:24])[CH2:21][CH2:22][CH3:23])=[N:11][C:12]=2[NH2:18].[N:25]1([C:31]([O:33][C:34]([CH3:37])([CH3:36])[CH3:35])=[O:32])[CH2:30][CH2:29][NH:28][CH2:27][CH2:26]1.C(N(CC)CC)C.[I-].[Na+]. Given the product [NH2:18][C:12]1[N:11]=[C:10]([O:19][C@@H:20]([CH3:24])[CH2:21][CH2:22][CH3:23])[N:9]=[C:8]2[C:13]=1[N:14]=[C:15]([O:16][CH3:17])[N:7]2[CH2:6][CH2:5][CH2:4][CH2:3][CH2:2][N:28]1[CH2:27][CH2:26][N:25]([C:31]([O:33][C:34]([CH3:37])([CH3:36])[CH3:35])=[O:32])[CH2:30][CH2:29]1, predict the reactants needed to synthesize it. (5) Given the product [CH3:23][N:24]([CH2:14][CH2:15][C:10]([O:9][CH3:8])=[O:2])[CH2:19][CH2:18][C:17]([O:21][CH3:22])=[O:20], predict the reactants needed to synthesize it. The reactants are: C(=O)=[O:2].CC(C)=O.[CH3:8][O:9][C:10]1[CH:15]=[CH:14]C(O)=CC=1.[C:17]([O:21][CH3:22])(=[O:20])[CH:18]=[CH2:19].[CH3:23][NH2:24]. (6) Given the product [OH:39][CH2:38][CH2:40][NH:41][C:9]([C:11]1[N:12]([CH3:33])[C:13]2[C:21]([C:22]=1[Cl:23])=[C:20]1[C:16]([C:17](=[O:25])[NH:18][C:19]1=[O:24])=[C:15]([C:26]1[CH:31]=[CH:30][CH:29]=[CH:28][C:27]=1[Cl:32])[CH:14]=2)=[O:10], predict the reactants needed to synthesize it. The reactants are: FC1C(O[C:9]([C:11]2[N:12]([CH3:33])[C:13]3[C:21]([C:22]=2[Cl:23])=[C:20]2[C:16]([C:17](=[O:25])[NH:18][C:19]2=[O:24])=[C:15]([C:26]2[CH:31]=[CH:30][CH:29]=[CH:28][C:27]=2[Cl:32])[CH:14]=3)=[O:10])=C(F)C(F)=C(F)C=1F.[CH2:38]([CH2:40][NH2:41])[OH:39]. (7) Given the product [Cl:1][C:2]1[CH:3]=[C:4]([CH:7]=[C:8]([O:10][C:11]2[C:16](=[O:17])[N:15]([CH2:18][C:19]3[C:20]([O:29][CH3:30])=[N:21][C:22]([CH3:38])=[N:23][CH:24]=3)[CH:14]=[N:13][C:12]=2[C:31]([F:34])([F:33])[F:32])[CH:9]=1)[C:5]#[N:6], predict the reactants needed to synthesize it. The reactants are: [Cl:1][C:2]1[CH:3]=[C:4]([CH:7]=[C:8]([O:10][C:11]2[C:16](=[O:17])[N:15]([CH2:18][C:19]3[C:20]([O:29][CH3:30])=[N:21][C:22](S(C)(=O)=O)=[N:23][CH:24]=3)[CH:14]=[N:13][C:12]=2[C:31]([F:34])([F:33])[F:32])[CH:9]=1)[C:5]#[N:6].C[Mg+].[Br-].[CH2:38](OCC)C. (8) Given the product [NH2:11][C@H:12]1[CH2:17][CH2:16][N:15]([C:18]2[CH:23]=[C:22]([CH3:24])[N:21]=[C:20]([C:25]([O:27][CH3:28])=[O:26])[CH:19]=2)[CH2:14][C@H:13]1[O:29][CH3:30], predict the reactants needed to synthesize it. The reactants are: C(OC([NH:11][C@H:12]1[CH2:17][CH2:16][N:15]([C:18]2[CH:23]=[C:22]([CH3:24])[N:21]=[C:20]([C:25]([O:27][CH3:28])=[O:26])[CH:19]=2)[CH2:14][C@H:13]1[O:29][CH3:30])=O)C1C=CC=CC=1.